The task is: Binary Classification. Given a drug SMILES string, predict its activity (active/inactive) in a high-throughput screening assay against a specified biological target.. This data is from M1 muscarinic receptor antagonist screen with 61,756 compounds. (1) The drug is o1c(CCC(=O)Nc2c(cc(OC)c(OC)c2)C(OC)=O)ccc1C. The result is 0 (inactive). (2) The drug is Brc1ccc(N2CC(CC2=O)C(=O)N(CC=C)CC=C)cc1. The result is 0 (inactive). (3) The drug is O=C(c1n(c(nc1)CC)C)c1ccc(OC)cc1. The result is 0 (inactive).